The task is: Predict the reactants needed to synthesize the given product.. This data is from Full USPTO retrosynthesis dataset with 1.9M reactions from patents (1976-2016). (1) Given the product [F:30]/[C:15](/[C:11]1[CH:12]=[C:13]([CH3:14])[N:9]([CH2:8][C:5]2[CH:6]=[CH:7][C:2]([NH:32][CH3:31])=[N:3][CH:4]=2)[N:10]=1)=[CH:16]\[C:17]1[CH:22]=[CH:21][C:20]([C:23]2([C:24]([F:27])([F:26])[F:25])[CH2:29][CH2:28]2)=[CH:19][CH:18]=1, predict the reactants needed to synthesize it. The reactants are: Cl[C:2]1[CH:7]=[CH:6][C:5]([CH2:8][N:9]2[C:13]([CH3:14])=[CH:12][C:11](/[C:15](/[F:30])=[CH:16]/[C:17]3[CH:22]=[CH:21][C:20]([C:23]([CH3:29])([CH3:28])[C:24]([F:27])([F:26])[F:25])=[CH:19][CH:18]=3)=[N:10]2)=[CH:4][N:3]=1.[CH3:31][NH2:32]. (2) Given the product [O:14]1[CH2:19][CH2:18][O:17][C:16]2[CH:20]=[C:21]([C:24]3[NH:13][C:12]4[N:11]([N:10]=[CH:9][C:8]=4[C:5]4[CH:4]=[CH:3][C:2]([F:1])=[CH:7][CH:6]=4)[C:26](=[O:27])[CH:25]=3)[CH:22]=[CH:23][C:15]1=2, predict the reactants needed to synthesize it. The reactants are: [F:1][C:2]1[CH:7]=[CH:6][C:5]([C:8]2[CH:9]=[N:10][NH:11][C:12]=2[NH2:13])=[CH:4][CH:3]=1.[O:14]1[CH2:19][CH2:18][O:17][C:16]2[CH:20]=[C:21]([C:24](=O)[CH2:25][C:26](OCC)=[O:27])[CH:22]=[CH:23][C:15]1=2.